From a dataset of Reaction yield outcomes from USPTO patents with 853,638 reactions. Predict the reaction yield, written as a fraction of the theoretical maximum amount of product (1.0 means a 100% yield; for example, 0.34 means a 34% yield). (1) The yield is 0.820. The product is [F:12][C:11]1[C:2]([F:1])=[C:3]2[C:8]([CH2:7][CH2:6][CH:5]([CH2:13][CH2:14][CH3:15])[CH2:4]2)=[CH:9][CH:10]=1. The catalyst is C(O)C.[Pd]. The reactants are [F:1][C:2]1[C:11]([F:12])=[CH:10][CH:9]=[C:8]2[C:3]=1[CH:4]=[C:5]([CH2:13][CH2:14][CH3:15])[CH2:6][CH2:7]2. (2) The reactants are [N:1]1[C:10]2[C:5](=[CH:6][CH:7]=[CH:8][CH:9]=2)[CH:4]=[CH:3][C:2]=1[CH2:11][CH2:12][NH2:13].[CH3:14][N:15]1[CH:20]=[C:19]([CH2:21]Cl)[C:18]([C:23](OC)=[O:24])=[C:17]([Cl:27])[C:16]1=[O:28]. The catalyst is CCO. The product is [Cl:27][C:17]1[C:16](=[O:28])[N:15]([CH3:14])[CH:20]=[C:19]2[CH2:21][N:13]([CH2:12][CH2:11][C:2]3[CH:3]=[CH:4][C:5]4[C:10](=[CH:9][CH:8]=[CH:7][CH:6]=4)[N:1]=3)[C:23](=[O:24])[C:18]=12. The yield is 0.382. (3) The yield is 0.720. The reactants are [I:1][C:2]1[C:10]2[C:5](=[CH:6][CH:7]=[C:8]([C:11]([OH:13])=O)[CH:9]=2)[NH:4][N:3]=1.Cl.[Cl:15][C:16]1[CH:20]=[CH:19][S:18][C:17]=1[C@H:21]([CH:23]1[CH2:25][CH2:24]1)[NH2:22]. The product is [Cl:15][C:16]1[CH:20]=[CH:19][S:18][C:17]=1[C@H:21]([CH:23]1[CH2:24][CH2:25]1)[NH:22][C:11]([C:8]1[CH:9]=[C:10]2[C:5](=[CH:6][CH:7]=1)[NH:4][N:3]=[C:2]2[I:1])=[O:13]. No catalyst specified. (4) The reactants are C(OC([C:11]1[C:19]2[C:14](=[CH:15][CH:16]=[C:17](CCOS(C)(=O)=O)[CH:18]=2)[NH:13][C:12]=1C)=O)C1C=CC=CC=1.C([O-])([O-])=O.[K+].[K+].C[N:35](C=O)C. No catalyst specified. The product is [NH:13]1[C:14]2[C:19](=[CH:18][CH:17]=[CH:16][CH:15]=2)[CH:11]=[C:12]1[NH2:35]. The yield is 0.500.